Task: Regression. Given a peptide amino acid sequence and an MHC pseudo amino acid sequence, predict their binding affinity value. This is MHC class II binding data.. Dataset: Peptide-MHC class II binding affinity with 134,281 pairs from IEDB (1) The peptide sequence is KRWIILGLNKIVRMYSPTSI. The MHC is DRB1_1602 with pseudo-sequence DRB1_1602. The binding affinity (normalized) is 0.872. (2) The peptide sequence is CDGERPTLAFLQDVM. The MHC is HLA-DPA10201-DPB10501 with pseudo-sequence HLA-DPA10201-DPB10501. The binding affinity (normalized) is 0.159.